Dataset: Full USPTO retrosynthesis dataset with 1.9M reactions from patents (1976-2016). Task: Predict the reactants needed to synthesize the given product. Given the product [CH3:14][O:13][C:11](=[O:12])[C:10]([C:8]#[N:9])=[C:1]1[CH2:6][CH2:5][CH2:4][CH2:3][CH2:2]1, predict the reactants needed to synthesize it. The reactants are: [C:1]1(=O)[CH2:6][CH2:5][CH2:4][CH2:3][CH2:2]1.[C:8]([CH2:10][C:11]([O:13][CH3:14])=[O:12])#[N:9].C([O-])(=O)C.[NH4+].C(O)(=O)C.